Dataset: Reaction yield outcomes from USPTO patents with 853,638 reactions. Task: Predict the reaction yield, written as a fraction of the theoretical maximum amount of product (1.0 means a 100% yield; for example, 0.34 means a 34% yield). (1) The reactants are Cl.Cl.[CH2:3]([O:5][C:6](=[O:12])[CH2:7][NH:8][CH2:9][CH2:10][NH2:11])[CH3:4].[Cl:13][C:14]1[C:19]2[N:20]=[C:21]([S:23](Cl)(=[O:25])=[O:24])[S:22][C:18]=2[CH:17]=[CH:16][C:15]=1[O:27][CH3:28]. No catalyst specified. The product is [CH2:3]([O:5][C:6](=[O:12])[CH2:7][NH:8][CH2:9][CH2:10][NH:11][S:23]([C:21]1[S:22][C:18]2[CH:17]=[CH:16][C:15]([O:27][CH3:28])=[C:14]([Cl:13])[C:19]=2[N:20]=1)(=[O:25])=[O:24])[CH3:4]. The yield is 0.890. (2) The reactants are O=P(Cl)(Cl)[Cl:3].[CH:6]([C:9]1[C:14](=O)[N:13]2[N:16]=[CH:17][CH:18]=[C:12]2[NH:11][C:10]=1[CH3:19])([CH3:8])[CH3:7].CCN(C(C)C)C(C)C. The catalyst is C1(C)C=CC=CC=1. The product is [Cl:3][C:14]1[N:13]2[N:16]=[CH:17][CH:18]=[C:12]2[N:11]=[C:10]([CH3:19])[C:9]=1[CH:6]([CH3:8])[CH3:7]. The yield is 0.820. (3) The reactants are [CH3:1][O:2][C:3]1[CH:8]=[C:7]([N+:9]([O-])=O)[C:6]([N+:12]([O-])=O)=[CH:5][C:4]=1[O:15][CH3:16].[O:17]=[CH:18][C:19](OCC)=O. The catalyst is C(O)C.C(O)(=O)C.[Pd]. The product is [CH3:1][O:2][C:3]1[CH:8]=[C:7]2[C:6](=[CH:5][C:4]=1[O:15][CH3:16])[NH:12][C:18](=[O:17])[CH:19]=[N:9]2. The yield is 0.380. (4) The reactants are [CH2:1]([C@@H:8]1[CH2:12][O:11][C:10](=[O:13])[N:9]1[C:14](=[O:33])[C@H:15]([CH2:19][C:20]1[C:25]([Cl:26])=[CH:24][C:23]([C:27]([F:30])([F:29])[F:28])=[C:22]([F:31])[C:21]=1[F:32])[CH2:16][CH:17]=C)[C:2]1[CH:7]=[CH:6][CH:5]=[CH:4][CH:3]=1.CC([OH:38])(C)C.I([O-])(=O)(=O)=O.[Na+]. The catalyst is C1COCC1.O.O=[Os](=O)(=O)=O. The product is [CH2:1]([C@@H:8]1[CH2:12][O:11][C:10](=[O:13])[N:9]1[C:14](=[O:33])[C@H:15]([CH2:19][C:20]1[C:25]([Cl:26])=[CH:24][C:23]([C:27]([F:30])([F:28])[F:29])=[C:22]([F:31])[C:21]=1[F:32])[CH2:16][CH:17]=[O:38])[C:2]1[CH:3]=[CH:4][CH:5]=[CH:6][CH:7]=1. The yield is 0.820. (5) The reactants are N1C=CC=CC=1.[C:7]([N:10]1[C:19]2[C:14](=[CH:15][C:16]([C:21]3[CH:22]=[N:23][N:24]([CH:26]4[CH2:28][CH2:27]4)[CH:25]=3)=[C:17]([NH2:20])[CH:18]=2)[N:13]([C:29]([O:31][CH:32]([CH3:34])[CH3:33])=[O:30])[CH2:12][C@@H:11]1[CH3:35])(=[O:9])[CH3:8].[CH3:36][S:37](Cl)(=[O:39])=[O:38]. The catalyst is O1CCOCC1. The product is [C:7]([N:10]1[C:19]2[C:14](=[CH:15][C:16]([C:21]3[CH:22]=[N:23][N:24]([CH:26]4[CH2:28][CH2:27]4)[CH:25]=3)=[C:17]([NH:20][S:37]([CH3:36])(=[O:39])=[O:38])[CH:18]=2)[N:13]([C:29]([O:31][CH:32]([CH3:34])[CH3:33])=[O:30])[CH2:12][C@@H:11]1[CH3:35])(=[O:9])[CH3:8]. The yield is 0.730.